From a dataset of NCI-60 drug combinations with 297,098 pairs across 59 cell lines. Regression. Given two drug SMILES strings and cell line genomic features, predict the synergy score measuring deviation from expected non-interaction effect. (1) Drug 1: C1=CC(=CC=C1CC(C(=O)O)N)N(CCCl)CCCl.Cl. Drug 2: CC12CCC3C(C1CCC2O)C(CC4=C3C=CC(=C4)O)CCCCCCCCCS(=O)CCCC(C(F)(F)F)(F)F. Cell line: IGROV1. Synergy scores: CSS=13.8, Synergy_ZIP=-8.21, Synergy_Bliss=-2.46, Synergy_Loewe=-5.63, Synergy_HSA=-2.58. (2) Drug 1: C1=C(C(=O)NC(=O)N1)N(CCCl)CCCl. Drug 2: C1C(C(OC1N2C=NC3=C(N=C(N=C32)Cl)N)CO)O. Cell line: A549. Synergy scores: CSS=18.1, Synergy_ZIP=-6.78, Synergy_Bliss=-3.90, Synergy_Loewe=-6.40, Synergy_HSA=-6.12. (3) Drug 1: C1CN1C2=NC(=NC(=N2)N3CC3)N4CC4. Drug 2: N.N.Cl[Pt+2]Cl. Cell line: SNB-75. Synergy scores: CSS=38.9, Synergy_ZIP=-9.21, Synergy_Bliss=-1.18, Synergy_Loewe=-14.6, Synergy_HSA=3.19. (4) Drug 1: CC1=C(C(CCC1)(C)C)C=CC(=CC=CC(=CC(=O)O)C)C. Drug 2: CC1=C(C(=CC=C1)Cl)NC(=O)C2=CN=C(S2)NC3=CC(=NC(=N3)C)N4CCN(CC4)CCO. Cell line: HS 578T. Synergy scores: CSS=18.2, Synergy_ZIP=-4.25, Synergy_Bliss=3.44, Synergy_Loewe=0.890, Synergy_HSA=4.87. (5) Drug 1: C1=CN(C(=O)N=C1N)C2C(C(C(O2)CO)O)O.Cl. Drug 2: C1CN(P(=O)(OC1)NCCCl)CCCl. Cell line: SK-OV-3. Synergy scores: CSS=8.08, Synergy_ZIP=-0.109, Synergy_Bliss=4.44, Synergy_Loewe=-7.32, Synergy_HSA=0.879. (6) Drug 1: CCC1=C2CN3C(=CC4=C(C3=O)COC(=O)C4(CC)O)C2=NC5=C1C=C(C=C5)O. Drug 2: C1C(C(OC1N2C=NC(=NC2=O)N)CO)O. Cell line: CCRF-CEM. Synergy scores: CSS=80.5, Synergy_ZIP=1.29, Synergy_Bliss=1.48, Synergy_Loewe=6.18, Synergy_HSA=8.79. (7) Drug 1: CC(C1=C(C=CC(=C1Cl)F)Cl)OC2=C(N=CC(=C2)C3=CN(N=C3)C4CCNCC4)N. Drug 2: CS(=O)(=O)OCCCCOS(=O)(=O)C. Cell line: SNB-75. Synergy scores: CSS=3.51, Synergy_ZIP=-1.22, Synergy_Bliss=0.485, Synergy_Loewe=-1.88, Synergy_HSA=-0.137.